Dataset: Full USPTO retrosynthesis dataset with 1.9M reactions from patents (1976-2016). Task: Predict the reactants needed to synthesize the given product. (1) Given the product [NH2:1][C@H:4]1[C:9]([F:11])([F:10])[CH2:8][CH2:7][CH2:6][C@H:5]1[NH:12][C:13](=[O:19])[O:14][C:15]([CH3:17])([CH3:16])[CH3:18], predict the reactants needed to synthesize it. The reactants are: [N:1]([C@H:4]1[C:9]([F:11])([F:10])[CH2:8][CH2:7][CH2:6][C@H:5]1[NH:12][C:13](=[O:19])[O:14][C:15]([CH3:18])([CH3:17])[CH3:16])=[N+]=[N-].[H][H]. (2) Given the product [C:15]([NH:18][C:19]1[CH:26]=[CH:25][C:22]([CH:23]=[C:3]([C:1]#[N:2])[C:4]([O:6][CH2:7][CH:8]([CH2:13][CH3:14])[CH2:9][CH2:10][CH2:11][CH3:12])=[O:5])=[CH:21][CH:20]=1)(=[O:17])[CH3:16], predict the reactants needed to synthesize it. The reactants are: [C:1]([CH2:3][C:4]([O:6][CH2:7][CH:8]([CH2:13][CH3:14])[CH2:9][CH2:10][CH2:11][CH3:12])=[O:5])#[N:2].[C:15]([NH:18][C:19]1[CH:26]=[CH:25][C:22]([CH:23]=O)=[CH:21][CH:20]=1)(=[O:17])[CH3:16]. (3) Given the product [C:20]([NH:19][C@@H:14]1[C:13](=[O:28])[N:12]2[C@H:7]([C:5]([OH:6])=[O:4])[CH2:8][CH2:9][CH2:10][N:11]2[C:17](=[O:18])[CH2:16][CH2:15]1)(=[O:27])[C:21]1[CH:26]=[CH:25][CH:24]=[CH:23][CH:22]=1, predict the reactants needed to synthesize it. The reactants are: [OH-].[Li+].C[O:4][C:5]([C@H:7]1[N:12]2[C:13](=[O:28])[C@@H:14]([NH:19][C:20](=[O:27])[C:21]3[CH:26]=[CH:25][CH:24]=[CH:23][CH:22]=3)[CH2:15][CH2:16][C:17](=[O:18])[N:11]2[CH2:10][CH2:9][CH2:8]1)=[O:6]. (4) Given the product [C:12]([C:10]1[C:9]([N:15]2[CH2:16][CH2:17][N:18]([C:23]([N:22]([CH3:26])[CH3:21])=[O:24])[CH2:19][CH2:20]2)=[C:8]2[C:3]([CH:4]=[CH:5][CH:6]=[N:7]2)=[C:2]([Cl:1])[CH:11]=1)(=[O:14])[CH3:13], predict the reactants needed to synthesize it. The reactants are: [Cl:1][C:2]1[CH:11]=[C:10]([C:12](=[O:14])[CH3:13])[C:9]([N:15]2[CH2:20][CH2:19][NH:18][CH2:17][CH2:16]2)=[C:8]2[C:3]=1[CH:4]=[CH:5][CH:6]=[N:7]2.[CH3:21][N:22]([CH3:26])[C:23](Cl)=[O:24].C(N(CC)CC)C.